Binary Classification. Given a T-cell receptor sequence (or CDR3 region) and an epitope sequence, predict whether binding occurs between them. From a dataset of TCR-epitope binding with 47,182 pairs between 192 epitopes and 23,139 TCRs. The epitope is MPASWVMRI. The TCR CDR3 sequence is CATSASGGELFF. Result: 1 (the TCR binds to the epitope).